From a dataset of Retrosynthesis with 50K atom-mapped reactions and 10 reaction types from USPTO. Predict the reactants needed to synthesize the given product. (1) Given the product COC(=O)c1cc(-c2cccnc2OC)c(Oc2ccc(Cl)cc2)cc1F, predict the reactants needed to synthesize it. The reactants are: COC(=O)c1cc(Br)c(Oc2ccc(Cl)cc2)cc1F.COc1ncccc1B(O)O. (2) Given the product COc1ccccc1COCCCOc1ccc(C2CCN(C(=O)OCc3ccccc3)CC2OCCOc2ccccc2CCC(=O)O)cc1, predict the reactants needed to synthesize it. The reactants are: COC(=O)CCc1ccccc1OCCOC1CN(C(=O)OCc2ccccc2)CCC1c1ccc(OCCCOCc2ccccc2OC)cc1. (3) Given the product COc1cccc(NC(=O)c2cnc(Cl)c(C(F)(F)F)c2)c1, predict the reactants needed to synthesize it. The reactants are: COc1cccc(N)c1.O=C(O)c1cnc(Cl)c(C(F)(F)F)c1. (4) Given the product C[C@H](NC(=O)c1c(CN2CCC(N3CCCCC3)CC2)c(-c2ccccc2)nc2ccccc12)C(C)(C)C, predict the reactants needed to synthesize it. The reactants are: C[C@H](N)C(C)(C)C.O=C(O)c1c(CN2CCC(N3CCCCC3)CC2)c(-c2ccccc2)nc2ccccc12. (5) Given the product CC(=O)OCC1OC(Oc2ccsc2C(=O)c2ccc(OC(F)(F)F)cc2)C(OC(C)=O)C(OC(C)=O)C1OC(C)=O, predict the reactants needed to synthesize it. The reactants are: CC(=O)OC[C@H]1O[C@H](Br)[C@H](OC(C)=O)[C@@H](OC(C)=O)[C@@H]1OC(C)=O.O=C(c1ccc(OC(F)(F)F)cc1)c1sccc1O. (6) Given the product Cc1nc2c(C#N)c(C)c(-c3ccccc3)c(F)c2o1, predict the reactants needed to synthesize it. The reactants are: Cc1nc2c(C#N)c(C)c(Br)c(F)c2o1.OB(O)c1ccccc1. (7) Given the product COc1ccc(C(N)=O)cc1C(=O)Nc1ccc(Br)cc1, predict the reactants needed to synthesize it. The reactants are: COc1ccc(C(N)=O)cc1C(=O)O.Nc1ccc(Br)cc1.